This data is from Forward reaction prediction with 1.9M reactions from USPTO patents (1976-2016). The task is: Predict the product of the given reaction. (1) Given the reactants Cl.[O:2]1[C:6]2([CH2:11][CH2:10][CH:9]([CH:12]([OH:20])[CH2:13][C:14]3[CH:19]=[CH:18][CH:17]=[CH:16][CH:15]=3)[CH2:8][CH2:7]2)OCC1.[OH-].[Na+], predict the reaction product. The product is: [OH:20][CH:12]([CH:9]1[CH2:8][CH2:7][C:6](=[O:2])[CH2:11][CH2:10]1)[CH2:13][C:14]1[CH:19]=[CH:18][CH:17]=[CH:16][CH:15]=1. (2) Given the reactants I[C:2]1[CH:14]=[CH:13][C:5]2[C:6](=[O:12])[CH2:7][CH2:8][C:9](=[O:11])[NH:10][C:4]=2[CH:3]=1.CCOC(C)=O.O.[CH3:22][N:23](C=O)C, predict the reaction product. The product is: [C:22]([C:2]1[CH:14]=[CH:13][C:5]2[C:6](=[O:12])[CH2:7][CH2:8][C:9](=[O:11])[NH:10][C:4]=2[CH:3]=1)#[N:23].